Regression. Given a peptide amino acid sequence and an MHC pseudo amino acid sequence, predict their binding affinity value. This is MHC class II binding data. From a dataset of Peptide-MHC class II binding affinity with 134,281 pairs from IEDB. The peptide sequence is CEHLEDGIYGIFQST. The MHC is DRB1_0404 with pseudo-sequence DRB1_0404. The binding affinity (normalized) is 0.362.